This data is from Forward reaction prediction with 1.9M reactions from USPTO patents (1976-2016). The task is: Predict the product of the given reaction. Given the reactants [Cl:1][C:2]1[C:3]([N:18]2[CH2:23][CH2:22][N:21]([C:24]3[NH:25][C:26]([C:37]4[CH:42]=[CH:41][C:40]([C:43]([F:46])([F:45])[F:44])=[CH:39][CH:38]=4)=[C:27]([C:29]4[CH:34]=[CH:33][C:32]([F:35])=[C:31]([F:36])[CH:30]=4)[N:28]=3)[C@H:20]([CH3:47])[CH2:19]2)=[N:4][CH:5]=[C:6]([CH2:8][O:9]COCC[Si](C)(C)C)[CH:7]=1, predict the reaction product. The product is: [Cl:1][C:2]1[CH:7]=[C:6]([CH2:8][OH:9])[CH:5]=[N:4][C:3]=1[N:18]1[CH2:23][CH2:22][N:21]([C:24]2[NH:25][C:26]([C:37]3[CH:38]=[CH:39][C:40]([C:43]([F:46])([F:44])[F:45])=[CH:41][CH:42]=3)=[C:27]([C:29]3[CH:34]=[CH:33][C:32]([F:35])=[C:31]([F:36])[CH:30]=3)[N:28]=2)[C@H:20]([CH3:47])[CH2:19]1.